Dataset: Forward reaction prediction with 1.9M reactions from USPTO patents (1976-2016). Task: Predict the product of the given reaction. (1) Given the reactants [CH3:1][OH:2].[H-].[Na+].F[C:6]1[C:11]([O:12][CH3:13])=[C:10]([N+:14]([O-:16])=[O:15])[CH:9]=[CH:8][C:7]=1[N:17]1[CH2:22][CH2:21][N:20]([C:23](=[O:25])[CH3:24])[CH2:19][CH2:18]1, predict the reaction product. The product is: [CH3:1][O:2][C:6]1[C:11]([O:12][CH3:13])=[C:10]([N+:14]([O-:16])=[O:15])[CH:9]=[CH:8][C:7]=1[N:17]1[CH2:22][CH2:21][N:20]([C:23](=[O:25])[CH3:24])[CH2:19][CH2:18]1. (2) Given the reactants Cl.[NH2:2][CH2:3][CH2:4][C:5]1[CH:10]=[CH:9][C:8]([S:11]([C:14]2[CH:15]=[CH:16][C:17]([OH:24])=[C:18]([CH:23]=2)[C:19]([O:21][CH3:22])=[O:20])(=[O:13])=[O:12])=[CH:7][CH:6]=1.C(=O)([O-])[O-].[K+].[K+], predict the reaction product. The product is: [CH2:4]([NH:2][CH2:3][CH2:4][C:5]1[CH:10]=[CH:9][C:8]([S:11]([C:14]2[CH:15]=[CH:16][C:17]([OH:24])=[C:18]([CH:23]=2)[C:19]([O:21][CH3:22])=[O:20])(=[O:13])=[O:12])=[CH:7][CH:6]=1)[C:5]1[CH:10]=[CH:9][CH:8]=[CH:7][CH:6]=1. (3) Given the reactants [NH2:1][C@H:2]([C:5]1[CH:10]=[CH:9][CH:8]=[CH:7][CH:6]=1)[CH2:3][OH:4].C(=O)([O-])[O-].[Na+].[Na+].Br[CH2:18][CH2:19][CH2:20][CH2:21]Br.[I-].[K+], predict the reaction product. The product is: [C:5]1([C@@H:2]([N:1]2[CH2:21][CH2:20][CH2:19][CH2:18]2)[CH2:3][OH:4])[CH:10]=[CH:9][CH:8]=[CH:7][CH:6]=1. (4) Given the reactants [NH2:1][C:2]1[C:32]([C:33]([F:36])([F:35])[F:34])=[CH:31][C:5]([CH2:6][CH:7]([CH2:11][C:12](=[O:30])[N:13]2[CH2:18][CH2:17][CH:16]([N:19]3[CH2:28][C:27]4[C:22](=[CH:23][CH:24]=[CH:25][CH:26]=4)[NH:21][C:20]3=[O:29])[CH2:15][CH2:14]2)[C:8](O)=[O:9])=[CH:4][C:3]=1[Cl:37].C([O:40][C:41](=[O:55])[CH2:42][N:43]1[CH2:48][CH2:47][N:46]([CH:49]2[CH2:54][CH2:53][NH:52][CH2:51][CH2:50]2)[CH2:45][CH2:44]1)C, predict the reaction product. The product is: [NH2:1][C:2]1[C:32]([C:33]([F:35])([F:34])[F:36])=[CH:31][C:5]([CH2:6][CH:7]([CH2:11][C:12](=[O:30])[N:13]2[CH2:18][CH2:17][CH:16]([N:19]3[CH2:28][C:27]4[C:22](=[CH:23][CH:24]=[CH:25][CH:26]=4)[NH:21][C:20]3=[O:29])[CH2:15][CH2:14]2)[C:8]([N:52]2[CH2:51][CH2:50][CH:49]([N:46]3[CH2:45][CH2:44][N:43]([CH2:42][C:41]([OH:40])=[O:55])[CH2:48][CH2:47]3)[CH2:54][CH2:53]2)=[O:9])=[CH:4][C:3]=1[Cl:37].